Dataset: Full USPTO retrosynthesis dataset with 1.9M reactions from patents (1976-2016). Task: Predict the reactants needed to synthesize the given product. (1) Given the product [F:27][C:25]1[CH:24]=[C:23]([CH:22]=[C:21]([C:9]2[CH:14]=[N:13][C:12]([C:15]([F:16])([F:17])[F:18])=[CH:11][CH:10]=2)[CH:26]=1)[CH2:28][NH2:29], predict the reactants needed to synthesize it. The reactants are: CC1(C)C(C)(C)OB([C:9]2[CH:10]=[CH:11][C:12]([C:15]([F:18])([F:17])[F:16])=[N:13][CH:14]=2)O1.Br[C:21]1[CH:22]=[C:23]([CH2:28][NH2:29])[CH:24]=[C:25]([F:27])[CH:26]=1.C(=O)([O-])[O-].[K+].[K+].O. (2) Given the product [C:5]([Si:2]([CH3:4])([CH3:3])[O:1][SiH:11]([CH3:13])[CH3:10])([CH3:8])([CH3:7])[CH3:6], predict the reactants needed to synthesize it. The reactants are: [OH2:1].[Si:2](Cl)([C:5]([CH3:8])([CH3:7])[CH3:6])([CH3:4])[CH3:3].[CH3:10][SiH:11]([CH3:13])Cl.